The task is: Predict the reaction yield, written as a fraction of the theoretical maximum amount of product (1.0 means a 100% yield; for example, 0.34 means a 34% yield).. This data is from Reaction yield outcomes from USPTO patents with 853,638 reactions. (1) The reactants are [CH3:1][N:2]([CH3:20])[C:3]1[CH:8]=[CH:7][N:6]2[CH:9]=[C:10]([C:12]3[CH:17]=[CH:16][C:15]([CH2:18][OH:19])=[CH:14][CH:13]=3)[N:11]=[C:5]2[CH:4]=1.[OH-].[K+].Br[CH2:24][CH2:25][F:26]. The catalyst is C1(C)C=CC=CC=1.[N+](CCCC)(CCCC)(CCCC)CCCC.[O-]S(O)(=O)=O. The product is [F:26][CH2:25][CH2:24][O:19][CH2:18][C:15]1[CH:16]=[CH:17][C:12]([C:10]2[N:11]=[C:5]3[CH:4]=[C:3]([N:2]([CH3:20])[CH3:1])[CH:8]=[CH:7][N:6]3[CH:9]=2)=[CH:13][CH:14]=1. The yield is 0.400. (2) The reactants are [Cl:1][C:2]1[N:9]=[C:8](Cl)[C:7]([F:11])=[CH:6][C:3]=1[C:4]#[N:5].[F-:12].[K+]. The catalyst is CS(C)=O. The product is [Cl:1][C:2]1[N:9]=[C:8]([F:12])[C:7]([F:11])=[CH:6][C:3]=1[C:4]#[N:5]. The yield is 0.650. (3) The reactants are Br[C:2]1[S:6][C:5]([C:7]([N:9]([CH2:11][C:12]2[CH:17]=[CH:16][CH:15]=[C:14]([OH:18])[CH:13]=2)[CH3:10])=[O:8])=[CH:4][CH:3]=1.[CH3:19][O:20][C:21]1[CH:26]=[CH:25][C:24](B(O)O)=[CH:23][CH:22]=1. The catalyst is [Pd].C1(P(C2C=CC=CC=2)C2C=CC=CC=2)C=CC=CC=1.C1(P(C2C=CC=CC=2)C2C=CC=CC=2)C=CC=CC=1.C1(P(C2C=CC=CC=2)C2C=CC=CC=2)C=CC=CC=1.C1(P(C2C=CC=CC=2)C2C=CC=CC=2)C=CC=CC=1. The product is [OH:18][C:14]1[CH:13]=[C:12]([CH:17]=[CH:16][CH:15]=1)[CH2:11][N:9]([CH3:10])[C:7]([C:5]1[S:6][C:2]([C:24]2[CH:25]=[CH:26][C:21]([O:20][CH3:19])=[CH:22][CH:23]=2)=[CH:3][CH:4]=1)=[O:8]. The yield is 0.900. (4) The reactants are Br[C:2]1[CH:7]=[CH:6][C:5]([N:8]([CH2:13][C:14]([OH:16])=[O:15])[S:9]([CH3:12])(=[O:11])=[O:10])=[CH:4][CH:3]=1.[C:17]([C:19]1[CH:24]=[CH:23][C:22](B(O)O)=[CH:21][CH:20]=1)#[N:18].C(=O)([O-])[O-].[Na+].[Na+]. The catalyst is C(COC)OC.[Pd]. The product is [C:17]([C:19]1[CH:24]=[CH:23][C:22]([C:2]2[CH:7]=[CH:6][C:5]([N:8]([CH2:13][C:14]([OH:16])=[O:15])[S:9]([CH3:12])(=[O:11])=[O:10])=[CH:4][CH:3]=2)=[CH:21][CH:20]=1)#[N:18]. The yield is 0.0500. (5) The reactants are Cl[C:2]1[C:7]([C:8]#[N:9])=[CH:6][CH:5]=[CH:4][N:3]=1.[F:10][C:11]([F:23])([F:22])[O:12][C:13]1[CH:18]=[CH:17][C:16](B(O)O)=[CH:15][CH:14]=1. No catalyst specified. The product is [F:10][C:11]([F:22])([F:23])[O:12][C:13]1[CH:18]=[CH:17][C:16]([C:2]2[N:3]=[CH:4][CH:5]=[CH:6][C:7]=2[C:8]#[N:9])=[CH:15][CH:14]=1. The yield is 0.700. (6) The reactants are Br[C:2]1[CH:3]=[C:4]2[CH:10]=[CH:9][N:8]([CH2:11][O:12][CH2:13][CH2:14][Si:15]([CH3:18])([CH3:17])[CH3:16])[C:5]2=[N:6][CH:7]=1.[NH:19]1[CH2:24][CH2:23][O:22][CH2:21][CH2:20]1.CC1(C)C2C(=C(P(C3C=CC=CC=3)C3C=CC=CC=3)C=CC=2)OC2C(P(C3C=CC=CC=3)C3C=CC=CC=3)=CC=CC1=2.C(O[Na])(C)(C)C. The catalyst is C1(C)C=CC=CC=1.[Cl-].[Na+].O.C1C=CC(/C=C/C(/C=C/C2C=CC=CC=2)=O)=CC=1.C1C=CC(/C=C/C(/C=C/C2C=CC=CC=2)=O)=CC=1.C1C=CC(/C=C/C(/C=C/C2C=CC=CC=2)=O)=CC=1.[Pd].[Pd]. The product is [N:19]1([C:2]2[CH:3]=[C:4]3[CH:10]=[CH:9][N:8]([CH2:11][O:12][CH2:13][CH2:14][Si:15]([CH3:18])([CH3:17])[CH3:16])[C:5]3=[N:6][CH:7]=2)[CH2:24][CH2:23][O:22][CH2:21][CH2:20]1. The yield is 0.540.